From a dataset of Catalyst prediction with 721,799 reactions and 888 catalyst types from USPTO. Predict which catalyst facilitates the given reaction. (1) Reactant: [F:1][C:2]([F:27])([F:26])[C:3]1[CH:25]=[CH:24][C:6]([C:7]([NH:9][C:10](=S)[NH:11][CH2:12][C:13]2[CH:18]=[CH:17][CH:16]=[CH:15][C:14]=2[C:19]([F:22])([F:21])[F:20])=[O:8])=[CH:5][CH:4]=1.[NH2:28][C:29]1[CH:34]=[CH:33][CH:32]=[C:31]([NH2:35])[N:30]=1. Product: [NH2:28][C:29]1[N:30]=[C:31]([NH:35]/[C:10](/[NH:11][CH2:12][C:13]2[CH:18]=[CH:17][CH:16]=[CH:15][C:14]=2[C:19]([F:22])([F:21])[F:20])=[N:9]\[C:7](=[O:8])[C:6]2[CH:24]=[CH:25][C:3]([C:2]([F:27])([F:26])[F:1])=[CH:4][CH:5]=2)[CH:32]=[CH:33][CH:34]=1. The catalyst class is: 39. (2) Reactant: [CH3:1][O:2][C:3](=[O:31])[CH2:4][O:5][C:6]1[CH:15]=[CH:14][C:13]([F:16])=[C:12]2[C:7]=1[C:8]([CH3:30])=[C:9]([CH2:18][C:19]1[CH:24]=[CH:23][C:22]([S:25]([CH2:28][CH3:29])(=[O:27])=[O:26])=[CH:21][CH:20]=1)[C:10](=[O:17])[NH:11]2.CN(C)C=O.C(=O)([O-])[O-].[K+].[K+].Cl[C:44](OC(=O)C)([F:46])[F:45]. Product: [CH3:1][O:2][C:3](=[O:31])[CH2:4][O:5][C:6]1[CH:15]=[CH:14][C:13]([F:16])=[C:12]2[C:7]=1[C:8]([CH3:30])=[C:9]([CH2:18][C:19]1[CH:24]=[CH:23][C:22]([S:25]([CH2:28][CH3:29])(=[O:27])=[O:26])=[CH:21][CH:20]=1)[C:10]([O:17][CH:44]([F:46])[F:45])=[N:11]2. The catalyst class is: 775. (3) Reactant: C(O[C:4](=[O:15])[C:5]([C:7]1([C:10]([O:12][CH2:13][CH3:14])=[O:11])[CH2:9][CH2:8]1)=O)C.[F:16][C:17]1[CH:18]=[C:19]2[C:26]([C:27](=[NH:30])[NH:28][NH2:29])=[N:25][N:24]([CH2:31][C:32]3[CH:37]=[CH:36][C:35]([O:38][CH3:39])=[CH:34][CH:33]=3)[C:20]2=[N:21][C:22]=1[CH3:23].C(O)(=O)C.C(O)C. Product: [F:16][C:17]1[CH:18]=[C:19]2[C:26]([C:27]3[N:28]=[N:29][C:5]([C:7]4([C:10]([O:12][CH2:13][CH3:14])=[O:11])[CH2:8][CH2:9]4)=[C:4]([OH:15])[N:30]=3)=[N:25][N:24]([CH2:31][C:32]3[CH:37]=[CH:36][C:35]([O:38][CH3:39])=[CH:34][CH:33]=3)[C:20]2=[N:21][C:22]=1[CH3:23]. The catalyst class is: 8. (4) Reactant: [H-].[Na+].[NH:3]1[CH2:8][CH2:7][O:6][CH2:5][CH2:4]1.Br[CH2:10][C:11]1[NH:16][C:15]2=[N:17][N:18]([C:20]([O:22][C:23]([CH3:26])([CH3:25])[CH3:24])=[O:21])[CH:19]=[C:14]2[CH:13]([C:27]2[CH:32]=[CH:31][CH:30]=[CH:29][C:28]=2[Cl:33])[C:12]=1[C:34]#[N:35].O. Product: [C:23]([O:22][C:20]([N:18]1[CH:19]=[C:14]2[C:15]([NH:16][C:11]([CH2:10][N:3]3[CH2:8][CH2:7][O:6][CH2:5][CH2:4]3)=[C:12]([C:34]#[N:35])[CH:13]2[C:27]2[CH:32]=[CH:31][CH:30]=[CH:29][C:28]=2[Cl:33])=[N:17]1)=[O:21])([CH3:26])([CH3:24])[CH3:25]. The catalyst class is: 3. (5) Reactant: Cl[C:2]1[N:7]=[C:6]([N:8]([CH3:10])[CH3:9])[C:5]([C:11]([F:14])([F:13])[F:12])=[CH:4][N:3]=1.[C:15]([O:19][C:20](=[O:29])[NH:21][C@H:22]1[CH2:27][CH2:26][C@@H:25]([NH2:28])[CH2:24][CH2:23]1)([CH3:18])([CH3:17])[CH3:16].CCN(C(C)C)C(C)C. Product: [C:15]([O:19][C:20](=[O:29])[NH:21][C@H:22]1[CH2:23][CH2:24][C@@H:25]([NH:28][C:2]2[N:7]=[C:6]([N:8]([CH3:10])[CH3:9])[C:5]([C:11]([F:14])([F:13])[F:12])=[CH:4][N:3]=2)[CH2:26][CH2:27]1)([CH3:18])([CH3:16])[CH3:17]. The catalyst class is: 41. (6) Product: [Cl:1][C:2]1[CH:10]=[CH:9][C:8]2[N:7]([CH:23]3[CH2:22][CH2:21][CH2:20][CH2:19][CH:18]3[C:24]3[CH:25]=[N:31][CH:30]=[CH:28][CH:29]=3)[C:6]3[CH2:11][CH2:12][N:13]([CH3:15])[CH2:14][C:5]=3[C:4]=2[CH:3]=1. The catalyst class is: 6. Reactant: [Cl:1][C:2]1[CH:10]=[CH:9][C:8]2[NH:7][C:6]3[CH2:11][CH2:12][N:13]([CH3:15])[CH2:14][C:5]=3[C:4]=2[CH:3]=1.[OH-].[K+].[C:18]1([C:24]2[CH:29]=[CH:28]N=C[CH:25]=2)[CH2:23][CH2:22][CH2:21][CH2:20][CH:19]=1.[CH3:30][N:31]1CCCC1=O. (7) Reactant: C([O:3][C:4]([C:6]1[C:13]2[S:12][C:11]([NH:14][C:15](=[O:23])[C:16]3[CH:21]=[CH:20][C:19]([CH3:22])=[CH:18][CH:17]=3)=[N:10][C:9]=2[N:8]([C:24]([CH3:27])([CH3:26])[CH3:25])[CH:7]=1)=[O:5])C.[OH-].[Li+]. Product: [C:24]([N:8]1[C:9]2[N:10]=[C:11]([NH:14][C:15](=[O:23])[C:16]3[CH:21]=[CH:20][C:19]([CH3:22])=[CH:18][CH:17]=3)[S:12][C:13]=2[C:6]([C:4]([OH:5])=[O:3])=[CH:7]1)([CH3:27])([CH3:25])[CH3:26]. The catalyst class is: 20. (8) Reactant: [Br:1][C:2]1[CH:3]=[N:4][C:5](Cl)=[N:6][CH:7]=1.[C:9]([O:13][C:14](=[O:21])[NH:15][C@H:16]1[CH2:20][CH2:19][NH:18][CH2:17]1)([CH3:12])([CH3:11])[CH3:10].C(N(C(C)C)C(C)C)C.ClCCl. Product: [C:9]([O:13][C:14](=[O:21])[NH:15][C@H:16]1[CH2:20][CH2:19][N:18]([C:5]2[N:4]=[CH:3][C:2]([Br:1])=[CH:7][N:6]=2)[CH2:17]1)([CH3:12])([CH3:10])[CH3:11]. The catalyst class is: 10.